Dataset: Reaction yield outcomes from USPTO patents with 853,638 reactions. Task: Predict the reaction yield, written as a fraction of the theoretical maximum amount of product (1.0 means a 100% yield; for example, 0.34 means a 34% yield). (1) The reactants are [F:1][C:2]1[CH:16]=[CH:15][C:5]([CH2:6][N:7]2[CH2:12][C@H:11]([CH3:13])[NH:10][CH2:9][C@H:8]2[CH3:14])=[CH:4][CH:3]=1.C(N(CC)CC)C.[Cl:24][CH2:25][C:26](Cl)=[O:27]. The catalyst is ClCCl. The product is [Cl:24][CH2:25][C:26]([N:10]1[CH2:9][C@H:8]([CH3:14])[N:7]([CH2:6][C:5]2[CH:15]=[CH:16][C:2]([F:1])=[CH:3][CH:4]=2)[CH2:12][C@H:11]1[CH3:13])=[O:27]. The yield is 0.860. (2) The reactants are [C:1]1([S:7]([N:10]2[C:18]3[C:13](=[CH:14][CH:15]=[C:16]([S:19](Cl)(=[O:21])=[O:20])[CH:17]=3)[C:12]([Cl:23])=[CH:11]2)(=[O:9])=[O:8])[CH:6]=[CH:5][CH:4]=[CH:3][CH:2]=1.Cl.[NH2:25][CH2:26][CH2:27][NH:28][C:29]([CH:31]1[CH2:36][CH2:35][N:34]([C:37]2[CH:42]=[CH:41][C:40](=[O:43])[N:39]([CH3:44])[N:38]=2)[CH2:33][CH2:32]1)=[O:30].C(N(C(C)C)CC)(C)C.S([O-])(O)(=O)=O.[K+]. The catalyst is ClCCl.O. The product is [C:1]1([S:7]([N:10]2[C:18]3[C:13](=[CH:14][CH:15]=[C:16]([S:19]([NH:25][CH2:26][CH2:27][NH:28][C:29]([CH:31]4[CH2:36][CH2:35][N:34]([C:37]5[CH:42]=[CH:41][C:40](=[O:43])[N:39]([CH3:44])[N:38]=5)[CH2:33][CH2:32]4)=[O:30])(=[O:21])=[O:20])[CH:17]=3)[C:12]([Cl:23])=[CH:11]2)(=[O:9])=[O:8])[CH:6]=[CH:5][CH:4]=[CH:3][CH:2]=1. The yield is 0.520. (3) The reactants are C1(C)C=CC=CC=1OC1C=CC=CC=1[C@]([C@@H]1CCCN([C:28]([C@@H:30]2[CH2:34][C@@H:33]([OH:35])[C@H:32](N)[CH2:31]2)=[O:29])C1)(O)CCCCOC.[CH2:38]=O.[OH-].[K+].[BH3-][C:43]#[N:44].[Na+]. The yield is 0.510. The product is [CH3:38][N:44]([CH3:43])[C@H:32]1[C@H:33]([OH:35])[CH2:34][C@@H:30]([CH:28]=[O:29])[CH2:31]1. The catalyst is CO. (4) The reactants are [CH3:1][N:2]([CH3:18])[CH2:3][CH2:4][N:5]([CH3:17])[C:6](=[O:16])[C:7]1[CH:12]=[CH:11][C:10]([N+:13]([O-])=O)=[CH:9][CH:8]=1. The catalyst is CO.[Pd]. The product is [NH2:13][C:10]1[CH:11]=[CH:12][C:7]([C:6]([N:5]([CH2:4][CH2:3][N:2]([CH3:1])[CH3:18])[CH3:17])=[O:16])=[CH:8][CH:9]=1. The yield is 1.00. (5) The reactants are F[C:2]1[CH:12]=[CH:11][C:5]([C:6]([O:8][CH2:9][CH3:10])=[O:7])=[CH:4][C:3]=1[N+:13]([O-:15])=[O:14].C([O-])([O-])=O.[Cs+].[Cs+].[C:22]([O:31][CH3:32])(=[O:30])[C:23]1[C:24](=[CH:26][CH:27]=[CH:28][CH:29]=1)[OH:25]. The catalyst is CN(C=O)C.CCOC(C)=O. The product is [CH2:9]([O:8][C:6](=[O:7])[C:5]1[CH:11]=[CH:12][C:2]([O:25][C:24]2[CH:26]=[CH:27][CH:28]=[CH:29][C:23]=2[C:22]([O:31][CH3:32])=[O:30])=[C:3]([N+:13]([O-:15])=[O:14])[CH:4]=1)[CH3:10]. The yield is 0.910. (6) The reactants are [Cl:1][C:2]1[CH:3]=[C:4]([S:8]([O-:10])=[O:9])[CH:5]=[CH:6][CH:7]=1.[Na+].Br[C:13]1[CH:21]=[C:20]([CH3:22])[C:19]2[N:18]([CH3:23])[C:17]3[CH2:24][CH:25]4[NH:29][CH:28]([C:16]=3[C:15]=2[C:14]=1[C:30]([O:32][C:33]([CH3:36])([CH3:35])[CH3:34])=[O:31])[CH2:27][CH2:26]4. No catalyst specified. The product is [Cl:1][C:2]1[CH:3]=[C:4]([S:8]([C:13]2[CH:21]=[C:20]([CH3:22])[C:19]3[N:18]([CH3:23])[C:17]4[CH2:24][CH:25]5[NH:29][CH:28]([C:16]=4[C:15]=3[C:14]=2[C:30]([O:32][C:33]([CH3:36])([CH3:35])[CH3:34])=[O:31])[CH2:27][CH2:26]5)(=[O:10])=[O:9])[CH:5]=[CH:6][CH:7]=1. The yield is 0.390. (7) No catalyst specified. The yield is 1.00. The reactants are [C:1]([C:3]1[C:23]([N+:24]([O-])=O)=[CH:22][CH:21]=[CH:20][C:4]=1[O:5][CH2:6][CH:7]1[CH2:12][CH2:11][CH2:10][N:9]([C:13]([O:15][C:16]([CH3:19])([CH3:18])[CH3:17])=[O:14])[CH2:8]1)#[N:2].C(OC(C)(C)C)=O. The product is [NH2:24][C:23]1[C:3]([C:1]#[N:2])=[C:4]([CH:20]=[CH:21][CH:22]=1)[O:5][CH2:6][CH:7]1[CH2:12][CH2:11][CH2:10][N:9]([C:13]([O:15][C:16]([CH3:19])([CH3:17])[CH3:18])=[O:14])[CH2:8]1.